This data is from Reaction yield outcomes from USPTO patents with 853,638 reactions. The task is: Predict the reaction yield, written as a fraction of the theoretical maximum amount of product (1.0 means a 100% yield; for example, 0.34 means a 34% yield). (1) The reactants are [CH:1]([C:4]1[C:8]([CH2:9][CH2:10][CH2:11][O:12][C:13]2[C:20]([O:21][CH3:22])=[CH:19][CH:18]=[CH:17][C:14]=2C=O)=[CH:7][N:6]([C:23]2[CH:28]=[CH:27][C:26]([C:29]([F:32])([F:31])[F:30])=[CH:25][N:24]=2)[N:5]=1)([CH3:3])[CH3:2].[O:33]1[CH2:37][CH2:36]CC1.CSCS(C)=[O:42].[OH-].[Na+]. The catalyst is O. The product is [CH:1]([C:4]1[C:8]([CH2:9][CH2:10][CH2:11][O:12][C:13]2[C:20]([O:21][CH3:22])=[CH:19][CH:18]=[CH:17][C:14]=2[CH2:36][C:37]([OH:33])=[O:42])=[CH:7][N:6]([C:23]2[CH:28]=[CH:27][C:26]([C:29]([F:30])([F:31])[F:32])=[CH:25][N:24]=2)[N:5]=1)([CH3:2])[CH3:3]. The yield is 0.703. (2) The reactants are [CH3:1][O:2][C:3]1[CH:4]=[C:5]([CH2:9][C:10](=[O:12])[CH3:11])[CH:6]=[CH:7][CH:8]=1.OOS([O-])=O.[K+].[Cl-:19].[K+]. The catalyst is C(#N)C. The product is [Cl:19][C:6]1[CH:7]=[CH:8][C:3]([O:2][CH3:1])=[CH:4][C:5]=1[CH2:9][C:10](=[O:12])[CH3:11]. The yield is 0.700. (3) The catalyst is C1(C)C=CC=CC=1. The product is [C:30]([OH:32])(=[O:31])[C:29]1[CH:33]=[CH:34][CH:35]=[CH:36][CH:28]=1. The reactants are N1CCCCC1.FC(F)OC1C=CC(C=O)=CC=1OC.C(CC(N[C:28]1[CH:36]=[CH:35][CH:34]=[CH:33][C:29]=1[C:30]([OH:32])=[O:31])=O)(O)=O. The yield is 0.710.